Dataset: Forward reaction prediction with 1.9M reactions from USPTO patents (1976-2016). Task: Predict the product of the given reaction. (1) Given the reactants [F:1][C:2]1[CH:10]=[C:9]([C:11]2[N:16]=[C:15]3[N:17]([CH2:20][C:21]4[CH:22]=[C:23]5[C:28](=[CH:29][CH:30]=4)[N:27]=[CH:26][CH:25]=[CH:24]5)[N:18]=[N:19][C:14]3=[CH:13][CH:12]=2)[CH:8]=[CH:7][C:3]=1[C:4](N)=[O:5].CC(C[AlH]CC(C)C)C, predict the reaction product. The product is: [F:1][C:2]1[CH:10]=[C:9]([C:11]2[N:16]=[C:15]3[N:17]([CH2:20][C:21]4[CH:22]=[C:23]5[C:28](=[CH:29][CH:30]=4)[N:27]=[CH:26][CH:25]=[CH:24]5)[N:18]=[N:19][C:14]3=[CH:13][CH:12]=2)[CH:8]=[CH:7][C:3]=1[CH2:4][OH:5]. (2) Given the reactants [Cl:1][C:2]1[CH:7]=[C:6]([N+:8]([O-:10])=[O:9])[C:5]([O:11][CH3:12])=[CH:4][C:3]=1[CH2:13][CH2:14][NH:15][CH2:16][C:17]1[CH:22]=[CH:21][CH:20]=[C:19]([F:23])[CH:18]=1.C(N(CC)CC)C.[CH3:31][C:32]([O:35][C:36](O[C:36]([O:35][C:32]([CH3:34])([CH3:33])[CH3:31])=[O:37])=[O:37])([CH3:34])[CH3:33], predict the reaction product. The product is: [C:32]([O:35][C:36](=[O:37])[N:15]([CH2:14][CH2:13][C:3]1[CH:4]=[C:5]([O:11][CH3:12])[C:6]([N+:8]([O-:10])=[O:9])=[CH:7][C:2]=1[Cl:1])[CH2:16][C:17]1[CH:22]=[CH:21][CH:20]=[C:19]([F:23])[CH:18]=1)([CH3:34])([CH3:33])[CH3:31]. (3) Given the reactants [F:1][C:2]1[C:10]([CH2:11][NH:12][C:13](=[O:19])[O:14][C:15]([CH3:18])([CH3:17])[CH3:16])=[CH:9][CH:8]=[C:7]2[C:3]=1[CH:4]=[CH:5][NH:6]2.C1C(=O)N([Cl:27])C(=O)C1, predict the reaction product. The product is: [Cl:27][C:4]1[C:3]2[C:7](=[CH:8][CH:9]=[C:10]([CH2:11][NH:12][C:13](=[O:19])[O:14][C:15]([CH3:16])([CH3:18])[CH3:17])[C:2]=2[F:1])[NH:6][CH:5]=1. (4) Given the reactants [CH2:1]([O:3][C:4]([C:6]1[C:10]([CH2:11][CH3:12])=[N:9][NH:8][N:7]=1)=[O:5])[CH3:2].[CH3:13]I, predict the reaction product. The product is: [CH2:1]([O:3][C:4]([C:6]1[C:10]([CH2:11][CH3:12])=[N:9][N:8]([CH3:13])[N:7]=1)=[O:5])[CH3:2]. (5) The product is: [CH3:20][O:19][C@H:17]1[CH2:16][NH:15][CH2:14][C@@H:13]([CH2:12][N:3]2[C:4](=[O:11])[C:5]3[C:10](=[CH:9][CH:8]=[CH:7][CH:6]=3)[C:2]2=[O:1])[CH2:18]1. Given the reactants [O:1]=[C:2]1[C:10]2[C:5](=[CH:6][CH:7]=[CH:8][CH:9]=2)[C:4](=[O:11])[N:3]1[CH2:12][C@H:13]1[CH2:18][C@@H:17]([O:19][CH3:20])[CH2:16][N:15](C(OCC2C=CC=CC=2)=O)[CH2:14]1.[H][H].N#N, predict the reaction product.